This data is from NCI-60 drug combinations with 297,098 pairs across 59 cell lines. The task is: Regression. Given two drug SMILES strings and cell line genomic features, predict the synergy score measuring deviation from expected non-interaction effect. (1) Drug 1: C1CCN(CC1)CCOC2=CC=C(C=C2)C(=O)C3=C(SC4=C3C=CC(=C4)O)C5=CC=C(C=C5)O. Drug 2: CC12CCC3C(C1CCC2OP(=O)(O)O)CCC4=C3C=CC(=C4)OC(=O)N(CCCl)CCCl.[Na+]. Cell line: HCC-2998. Synergy scores: CSS=-6.74, Synergy_ZIP=3.51, Synergy_Bliss=-2.76, Synergy_Loewe=-7.28, Synergy_HSA=-9.65. (2) Drug 1: CS(=O)(=O)C1=CC(=C(C=C1)C(=O)NC2=CC(=C(C=C2)Cl)C3=CC=CC=N3)Cl. Drug 2: CC1=C(C=C(C=C1)NC(=O)C2=CC=C(C=C2)CN3CCN(CC3)C)NC4=NC=CC(=N4)C5=CN=CC=C5. Cell line: COLO 205. Synergy scores: CSS=-1.18, Synergy_ZIP=4.38, Synergy_Bliss=4.43, Synergy_Loewe=-0.933, Synergy_HSA=-2.91.